From a dataset of Reaction yield outcomes from USPTO patents with 853,638 reactions. Predict the reaction yield, written as a fraction of the theoretical maximum amount of product (1.0 means a 100% yield; for example, 0.34 means a 34% yield). (1) The reactants are [CH3:1][C:2]1([CH3:23])[CH:7]2[CH2:8][CH:3]1[CH2:4][CH2:5][CH:6]2[CH2:9][CH2:10][O:11][C:12]1[CH:17]=[CH:16][C:15]([C:18]#[C:19][CH2:20][CH2:21][OH:22])=[CH:14][CH:13]=1.CC1(C)C2CC1CCC2NS(C1C=CC(C#CCCO)=CC=1)(=O)=O. No catalyst specified. The product is [CH3:1][C:2]1([CH3:23])[CH:7]2[CH2:8][CH:3]1[CH2:4][CH2:5][CH:6]2[CH2:9][CH2:10][O:11][C:12]1[CH:17]=[CH:16][C:15]([CH2:18][CH2:19][CH2:20][CH2:21][OH:22])=[CH:14][CH:13]=1. The yield is 0.990. (2) The reactants are [CH2:1]([C@@H:8]1[CH2:13][N:12](C(OC(C)(C)C)=O)[CH2:11][CH2:10][N:9]1[C:21](=[O:42])[CH2:22][CH2:23][C:24]1[CH:41]=[CH:40][CH:39]=[CH:38][C:25]=1[O:26][C:27]1[CH:32]=[CH:31][CH:30]=[CH:29][C:28]=1[CH2:33][CH2:34][C:35]([OH:37])=[O:36])[C:2]1[CH:7]=[CH:6][CH:5]=[CH:4][CH:3]=1.C(O)(C(F)(F)F)=O. The catalyst is ClCCl. The product is [CH2:1]([C@@H:8]1[CH2:13][NH:12][CH2:11][CH2:10][N:9]1[C:21](=[O:42])[CH2:22][CH2:23][C:24]1[CH:41]=[CH:40][CH:39]=[CH:38][C:25]=1[O:26][C:27]1[CH:32]=[CH:31][CH:30]=[CH:29][C:28]=1[CH2:33][CH2:34][C:35]([OH:37])=[O:36])[C:2]1[CH:7]=[CH:6][CH:5]=[CH:4][CH:3]=1. The yield is 0.400.